The task is: Predict the reactants needed to synthesize the given product.. This data is from Full USPTO retrosynthesis dataset with 1.9M reactions from patents (1976-2016). (1) Given the product [Br:33][C:27]1[C:26]2[C:30](=[CH:31][CH:32]=[C:24]([NH:23][C:20]([C:13]3[CH:12]([C:3]4[CH:4]=[CH:5][C:6]([C:8]([F:11])([F:10])[F:9])=[CH:7][C:2]=4[F:1])[CH2:17][C:16](=[O:18])[NH:15][C:14]=3[CH3:19])=[O:22])[CH:25]=2)[NH:29][N:28]=1, predict the reactants needed to synthesize it. The reactants are: [F:1][C:2]1[CH:7]=[C:6]([C:8]([F:11])([F:10])[F:9])[CH:5]=[CH:4][C:3]=1[CH:12]1[CH2:17][C:16](=[O:18])[NH:15][C:14]([CH3:19])=[C:13]1[C:20]([OH:22])=O.[NH2:23][C:24]1[CH:25]=[C:26]2[C:30](=[CH:31][CH:32]=1)[NH:29][N:28]=[C:27]2[Br:33].C(Cl)CCl.CCN(CC)CC. (2) Given the product [CH:1]([O:4][C:5]1[CH:13]=[CH:12][C:8]([C:9]([N:56]2[CH2:57][CH2:58][C:53]3([CH2:52][CH:51]([O:50][CH:47]([CH3:49])[CH3:48])[C:65]4[C:60](=[CH:61][CH:62]=[CH:63][CH:64]=4)[O:59]3)[CH2:54][CH2:55]2)=[O:11])=[CH:7][C:6]=1[O:14][CH3:15])([CH3:2])[CH3:3], predict the reactants needed to synthesize it. The reactants are: [CH:1]([O:4][C:5]1[CH:13]=[CH:12][C:8]([C:9]([OH:11])=O)=[CH:7][C:6]=1[O:14][CH3:15])([CH3:3])[CH3:2].CN(C(ON1N=NC2C=CC=NC1=2)=[N+](C)C)C.F[P-](F)(F)(F)(F)F.CCN(CC)CC.[CH:47]([O:50][CH:51]1[C:65]2[C:60](=[CH:61][CH:62]=[CH:63][CH:64]=2)[O:59][C:53]2([CH2:58][CH2:57][NH:56][CH2:55][CH2:54]2)[CH2:52]1)([CH3:49])[CH3:48]. (3) Given the product [CH:16]([N:13]1[CH2:12][CH2:11][N:10]([C:5]2[CH:4]=[CH:3][C:2]([NH:1][C:49]([CH:46]3[CH2:47][CH2:48][O:44][CH2:45]3)=[O:50])=[CH:9][C:6]=2[C:7]#[N:8])[CH2:15][CH2:14]1)([C:17]1[CH:22]=[CH:21][CH:20]=[CH:19][CH:18]=1)[C:23]1[CH:24]=[CH:25][CH:26]=[CH:27][CH:28]=1, predict the reactants needed to synthesize it. The reactants are: [NH2:1][C:2]1[CH:3]=[CH:4][C:5]([N:10]2[CH2:15][CH2:14][N:13]([CH:16]([C:23]3[CH:28]=[CH:27][CH:26]=[CH:25][CH:24]=3)[C:17]3[CH:22]=[CH:21][CH:20]=[CH:19][CH:18]=3)[CH2:12][CH2:11]2)=[C:6]([CH:9]=1)[C:7]#[N:8].C1CCC(N=C=NC2CCCCC2)CC1.[O:44]1[CH2:48][CH2:47][CH:46]([C:49](O)=[O:50])[CH2:45]1.[OH-].[Na+]. (4) Given the product [Br:1][C:2]1[CH:7]=[C:6]([CH3:8])[C:5]([NH:9][C:10]2[N:15]=[C:14]([NH:29][CH3:28])[N:13]=[C:12]([NH:17][C:18]3[CH:25]=[CH:24][C:21]([C:22]#[N:23])=[CH:20][CH:19]=3)[N:11]=2)=[C:4]([CH3:26])[CH:3]=1, predict the reactants needed to synthesize it. The reactants are: [Br:1][C:2]1[CH:7]=[C:6]([CH3:8])[C:5]([NH:9][C:10]2[N:15]=[C:14](Cl)[N:13]=[C:12]([NH:17][C:18]3[CH:25]=[CH:24][C:21]([C:22]#[N:23])=[CH:20][CH:19]=3)[N:11]=2)=[C:4]([CH3:26])[CH:3]=1.C[CH2:28][N:29](C(C)C)C(C)C.CN. (5) The reactants are: Cl[C:2]1[CH:3]=[CH:4][C:5]2[N:6]([C:8]([CH2:11][NH:12][C:13](=[O:19])[O:14][C:15]([CH3:18])([CH3:17])[CH3:16])=[N:9][N:10]=2)[N:7]=1.[F:20][C:21]1[CH:26]=[C:25](B2OC(C)(C)C(C)(C)O2)[CH:24]=[CH:23][C:22]=1[N:36]1[CH2:40][CH2:39][CH2:38][C:37]1=[O:41].C(=O)([O-])[O-].[Cs+].[Cs+].O1CCOCC1.O. Given the product [F:20][C:21]1[CH:26]=[C:25]([C:2]2[CH:3]=[CH:4][C:5]3[N:6]([C:8]([CH2:11][NH:12][C:13](=[O:19])[O:14][C:15]([CH3:18])([CH3:17])[CH3:16])=[N:9][N:10]=3)[N:7]=2)[CH:24]=[CH:23][C:22]=1[N:36]1[CH2:40][CH2:39][CH2:38][C:37]1=[O:41], predict the reactants needed to synthesize it. (6) The reactants are: [BH4-].[Na+].[CH3:3][C:4]1[CH:5]=[C:6]([C:21]2[CH:22]=[CH:23][C:24]([C:27](=[O:29])[CH3:28])=[N:25][CH:26]=2)[CH:7]=[C:8]([NH:10][C:11]2[N:16]=[C:15]([C:17]([F:20])([F:19])[F:18])[CH:14]=[CH:13][N:12]=2)[CH:9]=1. Given the product [CH3:3][C:4]1[CH:5]=[C:6]([C:21]2[CH:22]=[CH:23][C:24]([CH:27]([OH:29])[CH3:28])=[N:25][CH:26]=2)[CH:7]=[C:8]([NH:10][C:11]2[N:16]=[C:15]([C:17]([F:20])([F:19])[F:18])[CH:14]=[CH:13][N:12]=2)[CH:9]=1, predict the reactants needed to synthesize it. (7) Given the product [CH:12]([C:11]1[CH:14]=[C:15]([CH3:18])[C:16]([O:17][CH2:4][C:5]([OH:7])=[O:6])=[C:9]([CH3:8])[CH:10]=1)=[O:13], predict the reactants needed to synthesize it. The reactants are: [OH-].[Na+].Br[CH2:4][C:5]([OH:7])=[O:6].[CH3:8][C:9]1[CH:10]=[C:11]([CH:14]=[C:15]([CH3:18])[C:16]=1[OH:17])[CH:12]=[O:13].Cl. (8) Given the product [S:11]([O-:15])([O-:14])(=[O:13])=[O:12].[CH3:1][N:2]([CH3:10])[CH2:3][CH:4]=[CH:5][C:6]([NH:8][CH3:9])=[O:7], predict the reactants needed to synthesize it. The reactants are: [CH3:1][N:2]([CH3:10])[CH2:3][CH:4]=[CH:5][C:6]([NH:8][CH3:9])=[O:7].[S:11](=[O:15])(=[O:14])([OH:13])[OH:12]. (9) Given the product [N:6]1[CH:7]=[CH:8][CH:9]=[CH:10][C:5]=1[C:3]1[N:4]=[C:22]([C:13]2[C:14]3[C:19](=[CH:18][CH:17]=[CH:16][CH:15]=3)[CH:20]=[CH:21][C:12]=2[OH:11])[O:1][N:2]=1, predict the reactants needed to synthesize it. The reactants are: [OH:1][NH:2][C:3]([C:5]1[CH:10]=[CH:9][CH:8]=[CH:7][N:6]=1)=[NH:4].[OH:11][C:12]1[CH:21]=[CH:20][C:19]2[C:14](=[CH:15][CH:16]=[CH:17][CH:18]=2)[C:13]=1[C:22](O)=O.